This data is from Catalyst prediction with 721,799 reactions and 888 catalyst types from USPTO. The task is: Predict which catalyst facilitates the given reaction. (1) Reactant: [OH:1][C:2]1[CH:3]=[C:4]([NH:8][C:9](=[O:11])[CH3:10])[CH:5]=[CH:6][CH:7]=1.[C:12](Cl)(=[O:16])[CH2:13][CH2:14][CH3:15]. Product: [C:12]([O:1][C:2]1[CH:7]=[CH:6][CH:5]=[C:4]([NH:8][C:9](=[O:11])[CH3:10])[CH:3]=1)(=[O:16])[CH2:13][CH2:14][CH3:15]. The catalyst class is: 228. (2) Reactant: [C:1]([O:5][C:6]([N:8]1[CH2:12][C:11]([F:14])([F:13])[CH2:10][C@@H:9]1[CH2:15][CH2:16][C:17]([O:19]CC)=[O:18])=[O:7])([CH3:4])([CH3:3])[CH3:2].C(O)C.O[Li].O. Product: [C:1]([O:5][C:6]([N:8]1[CH2:12][C:11]([F:13])([F:14])[CH2:10][C@@H:9]1[CH2:15][CH2:16][C:17]([OH:19])=[O:18])=[O:7])([CH3:4])([CH3:2])[CH3:3]. The catalyst class is: 6.